From a dataset of Forward reaction prediction with 1.9M reactions from USPTO patents (1976-2016). Predict the product of the given reaction. (1) Given the reactants [CH2:1]([C:7]1[N:8]=[C:9]([C:29]2[CH:34]=[CH:33][C:32]([CH3:35])=[CH:31][CH:30]=2)[S:10][C:11]=1[CH2:12][CH2:13][C:14]([C:16]1[CH:21]=[CH:20][C:19]([CH2:22][CH2:23][C:24]([O:26]C)=[O:25])=[C:18]([CH3:28])[CH:17]=1)=[O:15])[CH2:2][CH2:3][CH2:4][CH2:5][CH3:6].O.[OH-].[Li+].Cl, predict the reaction product. The product is: [CH2:1]([C:7]1[N:8]=[C:9]([C:29]2[CH:34]=[CH:33][C:32]([CH3:35])=[CH:31][CH:30]=2)[S:10][C:11]=1[CH2:12][CH2:13][C:14]([C:16]1[CH:21]=[CH:20][C:19]([CH2:22][CH2:23][C:24]([OH:26])=[O:25])=[C:18]([CH3:28])[CH:17]=1)=[O:15])[CH2:2][CH2:3][CH2:4][CH2:5][CH3:6]. (2) Given the reactants [CH3:1][O:2][C:3]1[CH:8]=[CH:7][CH:6]=[C:5]([O:9][CH3:10])[C:4]=1/[CH:11]=[CH:12]/[CH:13]=[C:14](/[N:20]=P(C1C=CC=CC=1)(C1C=CC=CC=1)C1C=CC=CC=1)\[C:15]([O:17][CH2:18][CH3:19])=[O:16].[Cl:40][C:41]1[CH:48]=[CH:47][C:44]([CH:45]=O)=[CH:43][C:42]=1[OH:49], predict the reaction product. The product is: [Cl:40][C:41]1[CH:48]=[CH:47][C:44]([C:45]2[N:20]=[C:14]([C:15]([O:17][CH2:18][CH3:19])=[O:16])[CH:13]=[CH:12][C:11]=2[C:4]2[C:5]([O:9][CH3:10])=[CH:6][CH:7]=[CH:8][C:3]=2[O:2][CH3:1])=[CH:43][C:42]=1[OH:49]. (3) Given the reactants [N:1]1([C:6]2[N:11]=[C:10]([C:12]3[CH:13]=[C:14]([CH:19]=[CH:20][CH:21]=3)[C:15]([NH:17][NH2:18])=[O:16])[CH:9]=[CH:8][CH:7]=2)[CH2:5][CH2:4][CH2:3][CH2:2]1.[Cl:22][C:23]1[CH:28]=[CH:27][C:26]([N:29]=[C:30]=S)=[CH:25][CH:24]=1, predict the reaction product. The product is: [Cl:22][C:23]1[CH:28]=[CH:27][C:26]([NH:29][C:30]2[O:16][C:15]([C:14]3[CH:19]=[CH:20][CH:21]=[C:12]([C:10]4[CH:9]=[CH:8][CH:7]=[C:6]([N:1]5[CH2:5][CH2:4][CH2:3][CH2:2]5)[N:11]=4)[CH:13]=3)=[N:17][N:18]=2)=[CH:25][CH:24]=1. (4) The product is: [Br:12][C:5]1[CH:4]=[CH:3][C:2]([F:19])=[C:11]2[C:6]=1[CH:7]=[CH:8][N:9]=[CH:10]2. Given the reactants N[C:2]1[CH:3]=[CH:4][C:5]([Br:12])=[C:6]2[C:11]=1[CH:10]=[N:9][CH:8]=[CH:7]2.N([O-])=O.[Na+].[H+].[B-](F)(F)(F)[F:19], predict the reaction product. (5) Given the reactants [F:1][C:2]([F:34])([F:33])[C:3]1[CH:4]=[C:5]([NH:13][NH:14][C:15](=[O:32])[CH:16]([N:23]2[CH2:28][CH2:27][N:26]3[CH2:29][CH2:30][CH2:31][C@@H:25]3[CH2:24]2)[C:17]2[CH:18]=[N:19][CH:20]=[CH:21][CH:22]=2)[CH:6]=[C:7]([C:9]([F:12])([F:11])[F:10])[CH:8]=1, predict the reaction product. The product is: [F:34][C:2]([F:1])([F:33])[C:3]1[CH:4]=[C:5]([NH:13][NH:14][C:15](=[O:32])[C@@H:16]([N:23]2[CH2:28][CH2:27][N:26]3[CH2:29][CH2:30][CH2:31][C@@H:25]3[CH2:24]2)[C:17]2[CH:18]=[N:19][CH:20]=[CH:21][CH:22]=2)[CH:6]=[C:7]([C:9]([F:10])([F:11])[F:12])[CH:8]=1.